From a dataset of Peptide-MHC class II binding affinity with 134,281 pairs from IEDB. Regression. Given a peptide amino acid sequence and an MHC pseudo amino acid sequence, predict their binding affinity value. This is MHC class II binding data. The binding affinity (normalized) is 0.484. The peptide sequence is INLIIHYVDRPGALG. The MHC is DRB1_0901 with pseudo-sequence DRB1_0901.